Task: Predict which catalyst facilitates the given reaction.. Dataset: Catalyst prediction with 721,799 reactions and 888 catalyst types from USPTO Reactant: [CH2:1]([O:4][C:5]1[CH:10]=[CH:9][C:8]([C:11](=[N:16][O:17][CH2:18][CH3:19])[CH2:12][C:13]([OH:15])=O)=[CH:7][CH:6]=1)[CH:2]=[CH2:3].[NH2:20][C:21](=[N:24][C:25](=[O:31])[O:26][C:27]([CH3:30])([CH3:29])[CH3:28])[S:22][CH3:23]. Product: [CH2:1]([O:4][C:5]1[CH:6]=[CH:7][C:8]([C:11](=[N:16][O:17][CH2:18][CH3:19])[CH2:12][C:13](=[O:15])[NH:20][C:21](=[N:24][C:25](=[O:31])[O:26][C:27]([CH3:29])([CH3:28])[CH3:30])[S:22][CH3:23])=[CH:9][CH:10]=1)[CH:2]=[CH2:3]. The catalyst class is: 66.